From a dataset of Full USPTO retrosynthesis dataset with 1.9M reactions from patents (1976-2016). Predict the reactants needed to synthesize the given product. (1) Given the product [C:2]([O:3][CH2:11][CH3:12])(=[O:5])[CH3:18].[CH3:18][CH2:19][CH2:20][CH:21]([CH3:22])[CH3:8], predict the reactants needed to synthesize it. The reactants are: Cl.[C:2](=[O:5])([O-])[OH:3].[Na+].Cl[CH2:8]Cl.Cl[CH2:11][CH2:12]S(Cl)(=O)=O.N1[CH:22]=[CH:21][CH:20]=[CH:19][CH:18]=1. (2) Given the product [Cl:1][C:2]1[N:3]=[C:4]([N:19]2[CH2:24][CH2:23][O:22][CH2:21][CH2:20]2)[C:5]2[S:10][C:9]([CH2:11][N:12]3[CH2:17][CH2:16][N:15]([S:38]([C:32]4[CH:37]=[CH:36][CH:35]=[CH:34][CH:33]=4)(=[O:40])=[O:39])[CH2:14][CH2:13]3)=[C:8]([CH3:18])[C:6]=2[N:7]=1, predict the reactants needed to synthesize it. The reactants are: [Cl:1][C:2]1[N:3]=[C:4]([N:19]2[CH2:24][CH2:23][O:22][CH2:21][CH2:20]2)[C:5]2[S:10][C:9]([CH2:11][N:12]3[CH2:17][CH2:16][NH:15][CH2:14][CH2:13]3)=[C:8]([CH3:18])[C:6]=2[N:7]=1.C(N(CC)CC)C.[C:32]1([S:38](Cl)(=[O:40])=[O:39])[CH:37]=[CH:36][CH:35]=[CH:34][CH:33]=1. (3) Given the product [CH3:26][C:25]1[CH:24]=[C:19]([C:20]([O:22][CH3:23])=[O:21])[C:18]([C:27]([F:28])([F:29])[F:30])=[C:17]2[C:16]=1[NH:15][CH:32]=[CH:31]2, predict the reactants needed to synthesize it. The reactants are: ClC1C(C(OC)=O)=CC=C2C=1C=CN2.[NH2:15][C:16]1[C:25]([CH3:26])=[CH:24][C:19]([C:20]([O:22][CH3:23])=[O:21])=[C:18]([C:27]([F:30])([F:29])[F:28])[C:17]=1[C:31]#[CH:32].